Dataset: Reaction yield outcomes from USPTO patents with 853,638 reactions. Task: Predict the reaction yield, written as a fraction of the theoretical maximum amount of product (1.0 means a 100% yield; for example, 0.34 means a 34% yield). (1) The reactants are CN(C)/C=[CH:4]/[C:5]1[C:14]([N+:15]([O-:17])=[O:16])=[CH:13][CH:12]=[CH:11][C:6]=1[C:7]([O:9][CH3:10])=[O:8]. The catalyst is CCOC(C)=O. The product is [N+:15]([C:14]1[CH:13]=[CH:12][CH:11]=[C:6]2[C:5]=1[CH:4]=[CH:10][O:9][C:7]2=[O:8])([O-:17])=[O:16]. The yield is 0.820. (2) The reactants are [Cl:1][C:2]1[CH:3]=[C:4]([CH:19]=[CH:20][C:21]=1[N+:22]([O-])=O)[O:5][CH:6]1[CH2:11][CH2:10][N:9](C(OCCCC)=O)[CH2:8][CH2:7]1.[CH:25]([O-:27])=[O:26].[NH4+].[C:29]1([CH3:35])[CH:34]=CC=C[CH:30]=1.O. The catalyst is [Fe]. The product is [NH2:22][C:21]1[CH:20]=[CH:19][C:4]([O:5][CH:6]2[CH2:7][CH2:8][N:9]([C:25]([O:27][C:29]([CH3:35])([CH3:34])[CH3:30])=[O:26])[CH2:10][CH2:11]2)=[CH:3][C:2]=1[Cl:1]. The yield is 0.790. (3) The reactants are Cl[C:2]1[CH:7]=[C:6]([Cl:8])[N:5]=[CH:4][N:3]=1.[NH2:9][C:10]1[CH:11]=[C:12]([CH:17]=[CH:18][CH:19]=1)[C:13]([O:15][CH3:16])=[O:14].CCN(C(C)C)C(C)C. The catalyst is C(O)CCC. The product is [Cl:8][C:6]1[N:5]=[CH:4][N:3]=[C:2]([NH:9][C:10]2[CH:11]=[C:12]([CH:17]=[CH:18][CH:19]=2)[C:13]([O:15][CH3:16])=[O:14])[CH:7]=1. The yield is 0.340. (4) The reactants are Br[C:2]1[CH:3]=[C:4]([N:8]2[C:12]3[CH:13]=[CH:14][C:15]([C:17]([NH:19][CH2:20][C:21]4[CH:22]=[N:23][CH:24]=[CH:25][CH:26]=4)=[O:18])=[CH:16][C:11]=3[N:10]=[CH:9]2)[CH:5]=[CH:6][CH:7]=1.[C:27]([C:29]1[CH:34]=[CH:33][C:32](B(O)O)=[CH:31][CH:30]=1)#[N:28]. The catalyst is C1C=CC([P]([Pd]([P](C2C=CC=CC=2)(C2C=CC=CC=2)C2C=CC=CC=2)([P](C2C=CC=CC=2)(C2C=CC=CC=2)C2C=CC=CC=2)[P](C2C=CC=CC=2)(C2C=CC=CC=2)C2C=CC=CC=2)(C2C=CC=CC=2)C2C=CC=CC=2)=CC=1. The product is [C:27]([C:29]1[CH:34]=[CH:33][C:32]([C:2]2[CH:7]=[CH:6][CH:5]=[C:4]([N:8]3[C:12]4[CH:13]=[CH:14][C:15]([C:17]([NH:19][CH2:20][C:21]5[CH:22]=[N:23][CH:24]=[CH:25][CH:26]=5)=[O:18])=[CH:16][C:11]=4[N:10]=[CH:9]3)[CH:3]=2)=[CH:31][CH:30]=1)#[N:28]. The yield is 0.220. (5) The reactants are C(OC([N:11]1[C:16]2[CH:17]=[C:18](Cl)[CH:19]=[C:20]([N:21]3[CH2:26][CH2:25][N:24]([C:27]([O:29][C:30]([CH3:33])([CH3:32])[CH3:31])=[O:28])[CH2:23][CH2:22]3)[C:15]=2[O:14][CH2:13][CH2:12]1)=O)C1C=CC=CC=1. The catalyst is C(O)C.[Pd]. The product is [C:30]([O:29][C:27]([N:24]1[CH2:25][CH2:26][N:21]([C:20]2[C:15]3[O:14][CH2:13][CH2:12][NH:11][C:16]=3[CH:17]=[CH:18][CH:19]=2)[CH2:22][CH2:23]1)=[O:28])([CH3:33])([CH3:31])[CH3:32]. The yield is 0.840. (6) The reactants are Cl[C:2]1[C:11]2[C:6](=[CH:7][CH:8]=[CH:9][C:10]=2[CH3:12])[N:5]=[C:4]([CH3:13])[C:3]=1[C:14]([O:16][CH2:17][CH3:18])=[O:15].[CH3:19][O:20][C:21]1[CH:26]=[CH:25][C:24]([CH2:27][NH2:28])=[CH:23][CH:22]=1. The catalyst is C1(C)C=CC=CC=1.CN(C=O)C. The product is [CH3:19][O:20][C:21]1[CH:26]=[CH:25][C:24]([CH2:27][NH:28][C:2]2[C:11]3[C:6](=[CH:7][CH:8]=[CH:9][C:10]=3[CH3:12])[N:5]=[C:4]([CH3:13])[C:3]=2[C:14]([O:16][CH2:17][CH3:18])=[O:15])=[CH:23][CH:22]=1. The yield is 0.790. (7) The reactants are [Cl:1][C:2]1[CH:3]=[N:4][CH:5]=[CH:6][C:7]=1[CH2:8][NH:9][C:10]1[N:15]=[CH:14][C:13]([CH2:16][OH:17])=[CH:12][CH:11]=1.CC(OI1(OC(C)=O)(OC(C)=O)OC(=O)C2C=CC=CC1=2)=O.C(=O)([O-])[O-].[K+].[K+]. The catalyst is O1CCCC1. The product is [Cl:1][C:2]1[CH:3]=[N:4][CH:5]=[CH:6][C:7]=1[CH2:8][NH:9][C:10]1[N:15]=[CH:14][C:13]([CH:16]=[O:17])=[CH:12][CH:11]=1. The yield is 0.910. (8) The reactants are [N:1]1[CH:6]=[CH:5][CH:4]=[CH:3][C:2]=1[C:7]1[C:11]([CH2:12][O:13][C:14]2[CH:22]=[CH:21][C:17]([C:18]([OH:20])=O)=[CH:16][N:15]=2)=[CH:10][O:9][N:8]=1.[CH:23]1([NH2:26])[CH2:25][CH2:24]1. No catalyst specified. The product is [CH:23]1([NH:26][C:18](=[O:20])[C:17]2[CH:21]=[CH:22][C:14]([O:13][CH2:12][C:11]3[C:7]([C:2]4[CH:3]=[CH:4][CH:5]=[CH:6][N:1]=4)=[N:8][O:9][CH:10]=3)=[N:15][CH:16]=2)[CH2:25][CH2:24]1. The yield is 0.820.